This data is from Full USPTO retrosynthesis dataset with 1.9M reactions from patents (1976-2016). The task is: Predict the reactants needed to synthesize the given product. Given the product [Br:31][CH2:32][CH2:33][CH2:34][O:15][C:14]1[C:9]2[N:8]([CH2:18][CH3:19])[C:7]([C:3]3[C:2]([NH2:1])=[N:6][O:5][N:4]=3)=[N:17][C:10]=2[C:11]([Cl:16])=[N:12][CH:13]=1, predict the reactants needed to synthesize it. The reactants are: [NH2:1][C:2]1[C:3]([C:7]2[N:8]([CH2:18][CH3:19])[C:9]3[C:14]([OH:15])=[CH:13][N:12]=[C:11]([Cl:16])[C:10]=3[N:17]=2)=[N:4][O:5][N:6]=1.CN(C=O)C.C(=O)([O-])[O-].[Cs+].[Cs+].[Br:31][CH2:32][CH2:33][CH2:34]Br.